From a dataset of Full USPTO retrosynthesis dataset with 1.9M reactions from patents (1976-2016). Predict the reactants needed to synthesize the given product. (1) The reactants are: [CH3:1][CH:2]([CH3:39])[C:3]([O:5][C@H:6]([O:10][C:11]([O:13]N1C(=O)[C@@H](OC(=O)C2C=CC=CC=2)[C@H](OC(=O)C2C=CC=CC=2)C1=O)=O)[CH:7]([CH3:9])[CH3:8])=[O:4].[NH2:40][CH2:41][CH2:42][CH2:43][P:44]([CH3:47])(=[O:46])[OH:45].C1COCC1. Given the product [C:3]([O:5][C@H:6]([O:10][C:11]([NH:40][CH2:41][CH2:42][CH2:43][P:44]([CH3:47])(=[O:45])[OH:46])=[O:13])[CH:7]([CH3:8])[CH3:9])(=[O:4])[CH:2]([CH3:1])[CH3:39], predict the reactants needed to synthesize it. (2) Given the product [CH3:9][C:10]1[CH:11]=[CH:12][C:13]([C:16]2[CH2:21][CH2:20][NH:19][CH2:18][CH:17]=2)=[N:14][CH:15]=1, predict the reactants needed to synthesize it. The reactants are: C(Br)C1C=CC=CC=1.[CH3:9][C:10]1[CH:11]=[CH:12][C:13]([C:16]2[CH:21]=[CH:20][N:19]=[CH:18][CH:17]=2)=[N:14][CH:15]=1.C(N(CC)CC)C.[H][H]. (3) Given the product [Cl:1][C:2]1[CH:7]=[CH:6][CH:5]=[C:4]([Cl:8])[C:3]=1[C:9]1[C:13]([CH2:14][O:15][C:16]2[CH:21]=[CH:20][C:19]([C:22]3[S:26][C:25]([C:27]([NH:50][S:47]([CH3:46])(=[O:49])=[O:48])=[O:28])=[CH:24][CH:23]=3)=[C:18]([CH3:30])[CH:17]=2)=[C:12]([CH:31]([CH3:32])[CH3:33])[O:11][N:10]=1, predict the reactants needed to synthesize it. The reactants are: [Cl:1][C:2]1[CH:7]=[CH:6][CH:5]=[C:4]([Cl:8])[C:3]=1[C:9]1[C:13]([CH2:14][O:15][C:16]2[CH:21]=[CH:20][C:19]([C:22]3[S:26][C:25]([C:27](O)=[O:28])=[CH:24][CH:23]=3)=[C:18]([CH3:30])[CH:17]=2)=[C:12]([CH:31]([CH3:33])[CH3:32])[O:11][N:10]=1.Cl.CN(C)CCCN=C=NCC.[CH3:46][S:47]([NH2:50])(=[O:49])=[O:48]. (4) Given the product [CH3:24][O:25][CH2:26][CH2:27][NH:28][C:6]([C:8]1[N:9]=[C:10]([Cl:23])[C:11]2[C:16]([C:17]=1[OH:18])=[CH:15][CH:14]=[C:13]([O:19][CH:20]([CH3:21])[CH3:22])[CH:12]=2)=[O:7], predict the reactants needed to synthesize it. The reactants are: C(O[C:6]([C:8]1[N:9]=[C:10]([Cl:23])[C:11]2[C:16]([C:17]=1[OH:18])=[CH:15][CH:14]=[C:13]([O:19][CH:20]([CH3:22])[CH3:21])[CH:12]=2)=[O:7])CCC.[CH3:24][O:25][CH2:26][CH2:27][NH2:28]. (5) Given the product [CH2:1]([O:3][C:4](=[O:12])[C:5]1[CH:10]=[CH:9][C:8]([NH:13][C:14]2[CH:19]=[CH:18][CH:17]=[CH:16][CH:15]=2)=[N:7][CH:6]=1)[CH3:2], predict the reactants needed to synthesize it. The reactants are: [CH2:1]([O:3][C:4](=[O:12])[C:5]1[CH:10]=[CH:9][C:8](Cl)=[N:7][CH:6]=1)[CH3:2].[NH2:13][C:14]1[CH:19]=[CH:18][CH:17]=[CH:16][CH:15]=1. (6) Given the product [N:7]1([CH2:6][C:5]2[CH:13]=[CH:14][C:2]([C:16]3[CH:17]=[C:18]4[C:24]([C:25]([O:27][CH3:28])=[O:26])=[CH:23][NH:22][C:19]4=[N:20][CH:21]=3)=[CH:3][CH:4]=2)[CH2:12][CH2:11][O:10][CH2:9][CH2:8]1, predict the reactants needed to synthesize it. The reactants are: Br[C:2]1[CH:14]=[CH:13][C:5]([CH2:6][N:7]2[CH2:12][CH2:11][O:10][CH2:9][CH2:8]2)=[CH:4][CH:3]=1.Br[C:16]1[CH:17]=[C:18]2[C:24]([C:25]([O:27][CH3:28])=[O:26])=[CH:23][NH:22][C:19]2=[N:20][CH:21]=1.